From a dataset of Reaction yield outcomes from USPTO patents with 853,638 reactions. Predict the reaction yield, written as a fraction of the theoretical maximum amount of product (1.0 means a 100% yield; for example, 0.34 means a 34% yield). (1) The reactants are Br[C:2]1[N:7]=[N:6][C:5]([NH2:8])=[N:4][C:3]=1[C:9]1[CH:14]=[CH:13][C:12]([F:15])=[CH:11][CH:10]=1.[Cl:16][C:17]1[CH:18]=[C:19](B(O)O)[CH:20]=[CH:21][CH:22]=1. No catalyst specified. The product is [Cl:16][C:17]1[CH:22]=[C:21]([C:2]2[N:7]=[N:6][C:5]([NH2:8])=[N:4][C:3]=2[C:9]2[CH:14]=[CH:13][C:12]([F:15])=[CH:11][CH:10]=2)[CH:20]=[CH:19][CH:18]=1. The yield is 0.190. (2) The product is [Br:35][CH2:20][C:13]1[NH:12][C:11]([C:21]2[C:26]([F:27])=[CH:25][CH:24]=[CH:23][N:22]=2)=[N:10][CH:9]([C:3]2[CH:4]=[CH:5][C:6]([Cl:8])=[CH:7][C:2]=2[Cl:1])[C:14]=1[C:15]([O:17][CH2:18][CH3:19])=[O:16]. The yield is 0.650. The reactants are [Cl:1][C:2]1[CH:7]=[C:6]([Cl:8])[CH:5]=[CH:4][C:3]=1[CH:9]1[C:14]([C:15]([O:17][CH2:18][CH3:19])=[O:16])=[C:13]([CH3:20])[NH:12][C:11]([C:21]2[C:26]([F:27])=[CH:25][CH:24]=[CH:23][N:22]=2)=[N:10]1.C1C(=O)N([Br:35])C(=O)C1. No catalyst specified.